Dataset: Full USPTO retrosynthesis dataset with 1.9M reactions from patents (1976-2016). Task: Predict the reactants needed to synthesize the given product. (1) Given the product [O:1]([C:8]1[CH:9]=[C:10]([NH:11][C:16]([NH:15][C:18]2[CH:19]=[CH:20][C:21]([C:24]([F:25])([F:26])[F:27])=[CH:22][CH:23]=2)=[O:17])[CH:12]=[CH:13][CH:14]=1)[C:2]1[CH:3]=[CH:4][CH:5]=[CH:6][CH:7]=1, predict the reactants needed to synthesize it. The reactants are: [O:1]([C:8]1[CH:9]=[C:10]([CH:12]=[CH:13][CH:14]=1)[NH2:11])[C:2]1[CH:7]=[CH:6][CH:5]=[CH:4][CH:3]=1.[N:15]([C:18]1[CH:23]=[CH:22][C:21]([C:24]([F:27])([F:26])[F:25])=[CH:20][CH:19]=1)=[C:16]=[O:17]. (2) Given the product [ClH:1].[ClH:1].[CH:21]1([N:18]2[CH2:17][CH2:16][CH:15]([CH2:14][C:11]3[N:10]=[C:9]([C:6]4[CH:7]=[CH:8][C:3]([CH2:2][N:36]5[CH2:35][CH:34]=[C:33]([C:30]6[CH:31]=[CH:32][C:27]([F:26])=[CH:28][CH:29]=6)[CH2:38][CH2:37]5)=[CH:4][CH:5]=4)[O:13][N:12]=3)[CH2:20][CH2:19]2)[CH2:22][CH2:23][CH2:24][CH2:25]1, predict the reactants needed to synthesize it. The reactants are: [Cl:1][CH2:2][C:3]1[CH:8]=[CH:7][C:6]([C:9]2[O:13][N:12]=[C:11]([CH2:14][CH:15]3[CH2:20][CH2:19][N:18]([CH:21]4[CH2:25][CH2:24][CH2:23][CH2:22]4)[CH2:17][CH2:16]3)[N:10]=2)=[CH:5][CH:4]=1.[F:26][C:27]1[CH:32]=[CH:31][C:30]([C:33]2[CH2:34][CH2:35][NH:36][CH2:37][CH:38]=2)=[CH:29][CH:28]=1. (3) Given the product [C:27]([O:26][C:25](=[O:31])[NH:24][C:22]1[N:21]([CH3:20])[C:3](=[O:19])[CH2:4][C@:5]([C:9]2[CH:14]=[CH:13][CH:12]=[C:11]([N+:15]([O-:17])=[O:16])[CH:10]=2)([CH2:6][CH2:7][CH3:8])[N:18]=1)([CH3:30])([CH3:29])[CH3:28], predict the reactants needed to synthesize it. The reactants are: CO[C:3](=[O:19])[CH2:4][C@:5]([NH2:18])([C:9]1[CH:14]=[CH:13][CH:12]=[C:11]([N+:15]([O-:17])=[O:16])[CH:10]=1)[CH2:6][CH2:7][CH3:8].[CH3:20][NH:21][C:22]([NH:24][C:25](=[O:31])[O:26][C:27]([CH3:30])([CH3:29])[CH3:28])=S. (4) Given the product [CH3:43][C:39]1([CH3:42])[O:38][C:37]2[CH:44]=[CH:45][C:34]([C@H:32]3[O:31][C:30](=[O:46])[N:29]([CH2:28][CH2:27][CH2:26][CH2:25][CH2:24][CH2:23][O:22][CH2:21][CH2:20][O:19][CH2:18][C:14]4[CH:13]=[C:12]([NH:11][C:9]([NH:8][C:4]5[CH:3]=[C:2]([NH:1][C:48]([C:49]6[CH:50]=[N:51][CH:52]=[CH:53][CH:54]=6)=[O:55])[CH:7]=[CH:6][CH:5]=5)=[O:10])[CH:17]=[CH:16][CH:15]=4)[CH2:33]3)=[CH:35][C:36]=2[CH2:41][O:40]1, predict the reactants needed to synthesize it. The reactants are: [NH2:1][C:2]1[CH:3]=[C:4]([NH:8][C:9]([NH:11][C:12]2[CH:17]=[CH:16][CH:15]=[C:14]([CH2:18][O:19][CH2:20][CH2:21][O:22][CH2:23][CH2:24][CH2:25][CH2:26][CH2:27][CH2:28][N:29]3[CH2:33][C@@H:32]([C:34]4[CH:45]=[CH:44][C:37]5[O:38][C:39]([CH3:43])([CH3:42])[O:40][CH2:41][C:36]=5[CH:35]=4)[O:31][C:30]3=[O:46])[CH:13]=2)=[O:10])[CH:5]=[CH:6][CH:7]=1.Cl.[C:48](Cl)(=[O:55])[C:49]1[CH:54]=[CH:53][CH:52]=[N:51][CH:50]=1.C(=O)(O)[O-].[Na+]. (5) Given the product [NH2:11][C:8]1[CH:9]=[C:10]2[C:5](=[CH:6][CH:7]=1)[NH:4][N:3]=[C:2]2[Cl:1], predict the reactants needed to synthesize it. The reactants are: [Cl:1][C:2]1[C:10]2[C:5](=[CH:6][CH:7]=[C:8]([N+:11]([O-])=O)[CH:9]=2)[NH:4][N:3]=1.O.O.[Sn](Cl)Cl.C(=O)(O)[O-].[Na+]. (6) Given the product [Cl:3][C:4]1[N:9]=[C:8]([N:10]2[CH2:15][CH2:14][O:13][CH2:12][C@H:11]2[CH3:16])[CH:7]=[C:6]([C:17]2([S:18]([CH2:21][CH3:22])(=[O:20])=[O:19])[CH2:28][CH2:27][O:26][CH2:25][CH2:24]2)[N:5]=1, predict the reactants needed to synthesize it. The reactants are: [OH-].[Na+].[Cl:3][C:4]1[N:9]=[C:8]([N:10]2[CH2:15][CH2:14][O:13][CH2:12][C@H:11]2[CH3:16])[CH:7]=[C:6]([CH2:17][S:18]([CH2:21][CH3:22])(=[O:20])=[O:19])[N:5]=1.Br[CH2:24][CH2:25][O:26][CH2:27][CH2:28]Br. (7) Given the product [CH2:1]([O:8][C:9]([C@H:11]1[CH2:16][N:15]([C:17]2[S:19][C:40]([C:39]([O:38][C:34]([CH3:37])([CH3:36])[CH3:35])=[O:45])=[C:41]([CH3:42])[N:18]=2)[CH2:14][CH2:13][N:12]1[S:20]([C:23]1[CH:24]=[CH:25][C:26]([O:29][C:30]([F:33])([F:31])[F:32])=[CH:27][CH:28]=1)(=[O:21])=[O:22])=[O:10])[C:2]1[CH:7]=[CH:6][CH:5]=[CH:4][CH:3]=1, predict the reactants needed to synthesize it. The reactants are: [CH2:1]([O:8][C:9]([C@H:11]1[CH2:16][N:15]([C:17](=[S:19])[NH2:18])[CH2:14][CH2:13][N:12]1[S:20]([C:23]1[CH:28]=[CH:27][C:26]([O:29][C:30]([F:33])([F:32])[F:31])=[CH:25][CH:24]=1)(=[O:22])=[O:21])=[O:10])[C:2]1[CH:7]=[CH:6][CH:5]=[CH:4][CH:3]=1.[C:34]([O:38][C:39](=[O:45])[CH:40](Br)[C:41](=O)[CH3:42])([CH3:37])([CH3:36])[CH3:35]. (8) Given the product [NH2:11][C:4]1[CH:5]=[C:6]([CH:9]=[CH:10][C:3]=1[NH:2][CH3:1])[C:7]#[N:8], predict the reactants needed to synthesize it. The reactants are: [CH3:1][NH:2][C:3]1[CH:10]=[CH:9][C:6]([C:7]#[N:8])=[CH:5][C:4]=1[N+:11]([O-])=O. (9) Given the product [C:34]([N:2]1[CH2:7][CH2:6][CH2:5][C@@H:4]([NH:8][C:9]([C:11]2[C:15]3[N:16]=[CH:17][N:18]=[C:19]([C:20]4[C:28]5[O:27][CH2:26][O:25][C:24]=5[CH:23]=[CH:22][C:21]=4[O:29][CH2:30][CH:31]4[CH2:32][CH2:33]4)[C:14]=3[NH:13][CH:12]=2)=[O:10])[CH2:3]1)(=[O:36])[CH3:35], predict the reactants needed to synthesize it. The reactants are: Cl.[NH:2]1[CH2:7][CH2:6][CH2:5][C@@H:4]([NH:8][C:9]([C:11]2[C:15]3[N:16]=[CH:17][N:18]=[C:19]([C:20]4[C:28]5[O:27][CH2:26][O:25][C:24]=5[CH:23]=[CH:22][C:21]=4[O:29][CH2:30][CH:31]4[CH2:33][CH2:32]4)[C:14]=3[NH:13][CH:12]=2)=[O:10])[CH2:3]1.[C:34](Cl)(=[O:36])[CH3:35].